This data is from Reaction yield outcomes from USPTO patents with 853,638 reactions. The task is: Predict the reaction yield, written as a fraction of the theoretical maximum amount of product (1.0 means a 100% yield; for example, 0.34 means a 34% yield). (1) The reactants are [CH3:1][C:2]1[CH:6]=[C:5]([C:7]2[CH:13]3[CH2:14][CH:10]([CH2:11][N:12]3C(OC(C)(C)C)=O)[CH2:9][CH:8]=2)[O:4][N:3]=1.FC(F)(F)C(O)=O. The catalyst is ClCCl. The product is [CH3:1][C:2]1[CH:6]=[C:5]([C:7]2[CH:13]3[CH2:14][CH:10]([CH2:11][NH:12]3)[CH2:9][CH:8]=2)[O:4][N:3]=1. The yield is 0.580. (2) The reactants are C[Si](C)(C)[N-][Si](C)(C)C.[Li+].[F:11][C:12]([F:22])([F:21])[C@H:13]([CH3:20])[CH2:14][C:15]([O:17][CH2:18][CH3:19])=[O:16].Br[C:24]1[CH:29]=[CH:28][C:27]([CH2:30][CH3:31])=[CH:26][CH:25]=1.C1CCCCC1. The catalyst is C1(C)C=CC=CC=1.C([O-])(=O)C.[Pd+2].C([O-])(=O)C.C1(P(C2CCCCC2)C2C=CC=CC=2C2C=CC=CC=2N(C)C)CCCCC1.C1CCCCC1.C(OCC)(=O)C. The product is [CH2:30]([C:27]1[CH:28]=[CH:29][C:24]([CH:14]([C@@H:13]([CH3:20])[C:12]([F:21])([F:22])[F:11])[C:15]([O:17][CH2:18][CH3:19])=[O:16])=[CH:25][CH:26]=1)[CH3:31]. The yield is 0.649. (3) The product is [I:11][C:10]1[C:4]2[C:5](=[CH:6][N:7]=[C:2]([CH3:1])[CH:3]=2)[NH:8][N:9]=1. The yield is 0.560. The catalyst is CN(C=O)C.C(OCC)(=O)C. The reactants are [CH3:1][C:2]1[CH:3]=[C:4]2[CH:10]=[N:9][NH:8][C:5]2=[CH:6][N:7]=1.[I:11]I.[OH-].[K+]. (4) The reactants are Br[CH2:2][CH2:3][CH3:4].[Cl:5][C:6]1N=[CH:8][C:9]2[NH:14][CH:13]=[CH:12][C:10]=2[N:11]=1.[C:15](=O)([O-])[O-].[Cs+].[Cs+]. The catalyst is CN(C=O)C. The product is [Cl:5][C:6]1[N:11]=[C:10]2[CH:12]=[CH:13][N:14]([CH2:2][CH2:3][CH3:4])[C:9]2=[CH:8][CH:15]=1. The yield is 0.860. (5) The product is [C:11]([C:10]1[CH:13]=[CH:14][C:7]([N:6]2[C@H:5]3[CH2:19][CH2:20][CH2:21][CH2:22][C@@H:4]3[N:3]([C:24]3[CH:25]=[CH:26][C:27]([C:30]([NH:32][CH3:33])=[O:31])=[N:28][CH:29]=3)[C:2]2=[O:1])=[CH:8][C:9]=1[C:15]([F:18])([F:16])[F:17])#[N:12]. The reactants are [O:1]=[C:2]1[N:6]([C:7]2[CH:14]=[CH:13][C:10]([C:11]#[N:12])=[C:9]([C:15]([F:18])([F:17])[F:16])[CH:8]=2)[C@H:5]2[CH2:19][CH2:20][CH2:21][CH2:22][C@@H:4]2[NH:3]1.Br[C:24]1[CH:25]=[CH:26][C:27]([C:30]([NH:32][CH3:33])=[O:31])=[N:28][CH:29]=1. No catalyst specified. The yield is 0.130. (6) The reactants are [CH3:1][C:2]1[CH:3]=[C:4]([N:9]2[C:13]([OH:14])=[C:12]([C:15](=O)[CH3:16])[C:11]([C:18]([F:21])([F:20])[F:19])=[N:10]2)[CH:5]=[CH:6][C:7]=1[CH3:8].[OH:22][C:23]1[CH:32]=[C:31]([OH:33])[CH:30]=[CH:29][C:24]=1[C:25]([NH:27][NH2:28])=[O:26]. The catalyst is C(O)C. The product is [CH3:1][C:2]1[CH:3]=[C:4]([N:9]2[C:13](=[O:14])[C:12](=[C:15]([NH:28][NH:27][C:25](=[O:26])[C:24]3[CH:29]=[CH:30][C:31]([OH:33])=[CH:32][C:23]=3[OH:22])[CH3:16])[C:11]([C:18]([F:20])([F:21])[F:19])=[N:10]2)[CH:5]=[CH:6][C:7]=1[CH3:8]. The yield is 0.870. (7) The reactants are Br[C:2]1[CH:3]=[C:4]([C:8]2([C:20]3[CH:25]=[CH:24][C:23]([O:26][CH3:27])=[CH:22][CH:21]=3)[C:12]3=[N:13][CH2:14][C:15]([F:18])([F:17])[CH2:16][N:11]3[C:10]([NH2:19])=[N:9]2)[CH:5]=[CH:6][CH:7]=1.[N:28]1[CH:33]=[C:32](B(O)O)[CH:31]=[N:30][CH:29]=1. No catalyst specified. The product is [F:17][C:15]1([F:18])[CH2:16][N:11]2[C:10]([NH2:19])=[N:9][C:8]([C:20]3[CH:25]=[CH:24][C:23]([O:26][CH3:27])=[CH:22][CH:21]=3)([C:4]3[CH:5]=[CH:6][CH:7]=[C:2]([C:32]4[CH:33]=[N:28][CH:29]=[N:30][CH:31]=4)[CH:3]=3)[C:12]2=[N:13][CH2:14]1. The yield is 0.270.